Dataset: Full USPTO retrosynthesis dataset with 1.9M reactions from patents (1976-2016). Task: Predict the reactants needed to synthesize the given product. (1) Given the product [N:11]1[CH:1]=[CH:2][N:13]2[CH:14]=[CH:15][C:16]([C:18]3[CH:25]=[CH:24][C:21]([CH:22]=[O:23])=[CH:20][CH:19]=3)=[CH:17][C:12]=12, predict the reactants needed to synthesize it. The reactants are: [CH2:1](OC(OCC)CBr)[CH3:2].Cl.[NH2:11][C:12]1[CH:17]=[C:16]([C:18]2[CH:25]=[CH:24][C:21]([CH:22]=[O:23])=[CH:20][CH:19]=2)[CH:15]=[CH:14][N:13]=1.C([O-])(O)=O.[Na+]. (2) Given the product [F:19][C:20]([F:29])([F:28])[C:21]1[CH:26]=[C:25]([CH:24]=[CH:23][CH:22]=1)[O:1][CH2:2][CH2:3][CH2:4][C:5]1[C:13]2[C:8](=[CH:9][CH:10]=[CH:11][CH:12]=2)[NH:7][C:6]=1[C:14]([O:16][CH2:17][CH3:18])=[O:15], predict the reactants needed to synthesize it. The reactants are: [OH:1][CH2:2][CH2:3][CH2:4][C:5]1[C:13]2[C:8](=[CH:9][CH:10]=[CH:11][CH:12]=2)[NH:7][C:6]=1[C:14]([O:16][CH2:17][CH3:18])=[O:15].[F:19][C:20]([F:29])([F:28])[C:21]1[CH:22]=[C:23](O)[CH:24]=[CH:25][CH:26]=1. (3) The reactants are: [CH:1]1([CH2:8][C:9]([NH:11][C:12]2[CH:21]=[CH:20][CH:19]=[C:18]3[C:13]=2[CH:14]=[CH:15][N:16]([C@H:23]([CH3:28])[C:24]([O:26]C)=[O:25])[C:17]3=[O:22])=[O:10])[CH2:7][CH2:6][CH2:5][CH2:4][CH2:3][CH2:2]1.[OH-].[Li+].C(O)(C)(C)C.O.Cl. Given the product [CH:1]1([CH2:8][C:9]([NH:11][C:12]2[CH:21]=[CH:20][CH:19]=[C:18]3[C:13]=2[CH:14]=[CH:15][N:16]([C@H:23]([CH3:28])[C:24]([OH:26])=[O:25])[C:17]3=[O:22])=[O:10])[CH2:7][CH2:6][CH2:5][CH2:4][CH2:3][CH2:2]1, predict the reactants needed to synthesize it.